From a dataset of Reaction yield outcomes from USPTO patents with 853,638 reactions. Predict the reaction yield, written as a fraction of the theoretical maximum amount of product (1.0 means a 100% yield; for example, 0.34 means a 34% yield). (1) The reactants are C(Cl)(=[O:3])C.[Br:5][C:6]1[C:7]2[C:22]([CH3:23])=[CH:21][CH:20]=[CH:19][C:8]=2[S:9][C:10]=1[CH:11]([O:14][Si](C)(C)C)C#N.[CH3:24][OH:25]. No catalyst specified. The product is [Br:5][C:6]1[C:7]2[C:22]([CH3:23])=[CH:21][CH:20]=[CH:19][C:8]=2[S:9][C:10]=1[CH:11]([OH:14])[C:24]([OH:3])=[O:25]. The yield is 0.740. (2) The reactants are [H-].[Na+].[Cl:3][C:4]1[N:9]=[C:8]([C:10]2[C:18]3[C:13](=[CH:14][CH:15]=[CH:16][CH:17]=3)[NH:12][CH:11]=2)[CH:7]=[CH:6][N:5]=1.[CH3:19]I. The catalyst is C1COCC1. The product is [Cl:3][C:4]1[N:9]=[C:8]([C:10]2[C:18]3[C:13](=[CH:14][CH:15]=[CH:16][CH:17]=3)[N:12]([CH3:19])[CH:11]=2)[CH:7]=[CH:6][N:5]=1. The yield is 0.960. (3) The catalyst is C(Cl)(Cl)Cl. The yield is 0.240. The product is [N:1]1([C:7]2[N:12]=[C:11]([N:13]3[CH:14]4[CH2:20][CH2:19][CH:18]3[CH2:17][O:16][CH2:15]4)[N:10]=[C:9]([C:21]3[CH:27]=[CH:26][C:24]([NH:25][C:39]([NH:47][C:48]4[CH:53]=[CH:52][N:51]=[CH:50][CH:49]=4)=[O:45])=[CH:23][CH:22]=3)[N:8]=2)[CH2:2][CH2:3][O:4][CH2:5][CH2:6]1. The reactants are [N:1]1([C:7]2[N:12]=[C:11]([N:13]3[CH:18]4[CH2:19][CH2:20][CH:14]3[CH2:15][O:16][CH2:17]4)[N:10]=[C:9]([C:21]3[CH:27]=[CH:26][C:24]([NH2:25])=[CH:23][CH:22]=3)[N:8]=2)[CH2:6][CH2:5][O:4][CH2:3][CH2:2]1.CCN(CC)CC.ClC(Cl)(O[C:39](=[O:45])OC(Cl)(Cl)Cl)Cl.[NH2:47][C:48]1[CH:53]=[CH:52][N:51]=[CH:50][CH:49]=1. (4) The reactants are C(NC(C)C)(C)C.C([Li])CCC.[Cl:13][C:14]1[C:15]2[CH:22]=[CH:21][N:20]([S:23]([C:26]3[CH:31]=[CH:30][CH:29]=[CH:28][CH:27]=3)(=[O:25])=[O:24])[C:16]=2[N:17]=[CH:18][N:19]=1.I[C:33]1[C:42]2[C:37](=[CH:38][CH:39]=[CH:40][CH:41]=2)[CH:36]=[CH:35][CH:34]=1. The catalyst is C1COCC1.CCCCCC.[Cl-].[Zn+2].[Cl-].C1C=CC([P]([Pd]([P](C2C=CC=CC=2)(C2C=CC=CC=2)C2C=CC=CC=2)([P](C2C=CC=CC=2)(C2C=CC=CC=2)C2C=CC=CC=2)[P](C2C=CC=CC=2)(C2C=CC=CC=2)C2C=CC=CC=2)(C2C=CC=CC=2)C2C=CC=CC=2)=CC=1. The product is [Cl:13][C:14]1[C:15]2[CH:22]=[C:21]([C:41]3[C:42]4[C:37](=[CH:36][CH:35]=[CH:34][CH:33]=4)[CH:38]=[CH:39][CH:40]=3)[N:20]([S:23]([C:26]3[CH:31]=[CH:30][CH:29]=[CH:28][CH:27]=3)(=[O:25])=[O:24])[C:16]=2[N:17]=[CH:18][N:19]=1. The yield is 0.820. (5) The reactants are C(N(CC)CC)C.[CH:8]([C:11]1[CH:17]=[C:16]([CH:18]([CH3:20])[CH3:19])[CH:15]=[C:14]([CH:21]([CH3:23])[CH3:22])[C:12]=1[NH2:13])([CH3:10])[CH3:9].[Br:24][CH2:25][C:26](Br)=[O:27]. The catalyst is C(Cl)(Cl)Cl. The product is [Br:24][CH2:25][C:26]([NH:13][C:12]1[C:11]([CH:8]([CH3:10])[CH3:9])=[CH:17][C:16]([CH:18]([CH3:20])[CH3:19])=[CH:15][C:14]=1[CH:21]([CH3:23])[CH3:22])=[O:27]. The yield is 0.810. (6) The reactants are Cl.[NH2:2][C:3]1[CH:7]=[CH:6][S:5][C:4]=1[C:8]([O:10]C)=O.[CH:12]1([C:15]#[N:16])[CH2:14][CH2:13]1.[NH4+].[OH-]. The catalyst is O1CCOCC1.O. The product is [CH:12]1([C:15]2[N:16]=[C:8]([OH:10])[C:4]3[S:5][CH:6]=[CH:7][C:3]=3[N:2]=2)[CH2:14][CH2:13]1. The yield is 0.720. (7) The reactants are Br[C:2]1[CH:3]=[CH:4][C:5]([Cl:23])=[C:6]([CH:22]=1)[CH2:7][C:8]1[CH:21]=[CH:20][C:11]([O:12][Si:13]([C:16]([CH3:19])([CH3:18])[CH3:17])([CH3:15])[CH3:14])=[CH:10][CH:9]=1.[Li]CCCC.[Si:29]([O:36][C@H:37]1[C@H:44]2[C@H:40]([O:41][C:42]([CH3:46])([CH3:45])[O:43]2)[O:39][C@H:38]1[CH:47]=[O:48])([C:32]([CH3:35])([CH3:34])[CH3:33])([CH3:31])[CH3:30]. The catalyst is C1COCC1. The product is [Si:29]([O:36][C@H:37]1[C@H:44]2[C@H:40]([O:41][C:42]([CH3:46])([CH3:45])[O:43]2)[O:39][CH:38]1[CH:47]([C:2]1[CH:3]=[CH:4][C:5]([Cl:23])=[C:6]([CH2:7][C:8]2[CH:21]=[CH:20][C:11]([O:12][Si:13]([C:16]([CH3:19])([CH3:18])[CH3:17])([CH3:15])[CH3:14])=[CH:10][CH:9]=2)[CH:22]=1)[OH:48])([C:32]([CH3:35])([CH3:34])[CH3:33])([CH3:30])[CH3:31]. The yield is 0.250.